Dataset: Full USPTO retrosynthesis dataset with 1.9M reactions from patents (1976-2016). Task: Predict the reactants needed to synthesize the given product. Given the product [Cl:25][CH2:2][C:3]1[C:8]2[N:9]([CH2:15][O:16][CH2:17][CH2:18][Si:19]([CH3:22])([CH3:21])[CH3:20])[C:10](=[O:14])[CH2:11][CH2:12][CH2:13][C:7]=2[CH:6]=[CH:5][CH:4]=1, predict the reactants needed to synthesize it. The reactants are: O[CH2:2][C:3]1[C:8]2[N:9]([CH2:15][O:16][CH2:17][CH2:18][Si:19]([CH3:22])([CH3:21])[CH3:20])[C:10](=[O:14])[CH2:11][CH2:12][CH2:13][C:7]=2[CH:6]=[CH:5][CH:4]=1.S(Cl)([Cl:25])=O.N1C=CC=CC=1.[Cl-].[Li+].